From a dataset of NCI-60 drug combinations with 297,098 pairs across 59 cell lines. Regression. Given two drug SMILES strings and cell line genomic features, predict the synergy score measuring deviation from expected non-interaction effect. Drug 1: C1CCN(CC1)CCOC2=CC=C(C=C2)C(=O)C3=C(SC4=C3C=CC(=C4)O)C5=CC=C(C=C5)O. Drug 2: C1=CC=C(C(=C1)C(C2=CC=C(C=C2)Cl)C(Cl)Cl)Cl. Cell line: OVCAR-5. Synergy scores: CSS=7.63, Synergy_ZIP=-3.10, Synergy_Bliss=-1.25, Synergy_Loewe=-3.37, Synergy_HSA=-3.26.